From a dataset of Catalyst prediction with 721,799 reactions and 888 catalyst types from USPTO. Predict which catalyst facilitates the given reaction. Reactant: [N:1]1[CH:6]=[CH:5]C=C[CH:2]=1.[C:7]([Cl:12])(=[O:11])[O:8][CH2:9][CH3:10].C(OCC)(=[O:15])C. Product: [ClH:12].[C:7](=[O:11])([O:15][CH2:5][CH2:6][NH:1][CH3:2])[O:8][CH2:9][CH3:10]. The catalyst class is: 277.